Dataset: Peptide-MHC class II binding affinity with 134,281 pairs from IEDB. Task: Regression. Given a peptide amino acid sequence and an MHC pseudo amino acid sequence, predict their binding affinity value. This is MHC class II binding data. (1) The peptide sequence is ASTGGAYESYKFIPA. The MHC is HLA-DQA10101-DQB10501 with pseudo-sequence HLA-DQA10101-DQB10501. The binding affinity (normalized) is 0.0745. (2) The peptide sequence is LLKDLEEGIQTLMGR. The MHC is DRB1_1101 with pseudo-sequence DRB1_1101. The binding affinity (normalized) is 0.120. (3) The peptide sequence is QISGVDLGLPNWGKY. The MHC is DRB4_0101 with pseudo-sequence DRB4_0103. The binding affinity (normalized) is 0.198. (4) The peptide sequence is AAIHEMFVNTLVASS. The MHC is HLA-DPA10201-DPB10501 with pseudo-sequence HLA-DPA10201-DPB10501. The binding affinity (normalized) is 0. (5) The peptide sequence is GPNELGRFKHTDACCRTH. The MHC is DRB5_0101 with pseudo-sequence DRB5_0101. The binding affinity (normalized) is 0.523.